Dataset: Peptide-MHC class I binding affinity with 185,985 pairs from IEDB/IMGT. Task: Regression. Given a peptide amino acid sequence and an MHC pseudo amino acid sequence, predict their binding affinity value. This is MHC class I binding data. (1) The peptide sequence is CHATLTHRL. The MHC is HLA-A02:01 with pseudo-sequence HLA-A02:01. The binding affinity (normalized) is 0.0847. (2) The peptide sequence is VPAPAGPIV. The MHC is HLA-A11:01 with pseudo-sequence HLA-A11:01. The binding affinity (normalized) is 0. (3) The binding affinity (normalized) is 0.699. The MHC is HLA-B15:01 with pseudo-sequence HLA-B15:01. The peptide sequence is MLREGNQAF. (4) The peptide sequence is SEFWLNYTA. The MHC is HLA-B07:02 with pseudo-sequence HLA-B07:02. The binding affinity (normalized) is 0.0847. (5) The peptide sequence is VPLRPMTY. The MHC is HLA-B44:03 with pseudo-sequence HLA-B44:03. The binding affinity (normalized) is 0.